Dataset: Full USPTO retrosynthesis dataset with 1.9M reactions from patents (1976-2016). Task: Predict the reactants needed to synthesize the given product. Given the product [CH3:1][C@:2]1([C:27]([OH:29])=[O:28])[CH2:6][CH2:5][CH2:4][N:3]1[C:7]([CH:9]1[CH2:14][CH2:13][N:12]([C:15]2[CH:16]=[N:17][CH:18]=[CH:19][C:20]=2[C:21]2[S:22][C:23]([CH3:26])=[N:24][N:25]=2)[CH2:11][CH2:10]1)=[O:8], predict the reactants needed to synthesize it. The reactants are: [CH3:1][C@:2]1([C:27]([O:29]C)=[O:28])[CH2:6][CH2:5][CH2:4][N:3]1[C:7]([CH:9]1[CH2:14][CH2:13][N:12]([C:15]2[CH:16]=[N:17][CH:18]=[CH:19][C:20]=2[C:21]2[S:22][C:23]([CH3:26])=[N:24][N:25]=2)[CH2:11][CH2:10]1)=[O:8].C1COCC1.[OH-].[Na+].Cl.